This data is from Tyrosyl-DNA phosphodiesterase HTS with 341,365 compounds. The task is: Binary Classification. Given a drug SMILES string, predict its activity (active/inactive) in a high-throughput screening assay against a specified biological target. (1) The drug is Clc1c(NC(=O)CC(O)(C(F)(F)F)C(OCC)=O)ccc(Cl)c1. The result is 0 (inactive). (2) The molecule is S(=O)(=O)(N(Cc1occc1)CC(=O)Nc1ccccc1)c1ccc(S(=O)(=O)N(CC)CC)cc1. The result is 0 (inactive). (3) The drug is s1c2n(c(=O)cc(n2)CN2CCc3c(C2)cc(OC)c(OC)c3)c(c1)c1ccccc1. The result is 0 (inactive). (4) The molecule is O=C(N1CC(CCC1)C)Cn1c2c(n(c(=O)n(c2=O)C)C)nc1. The result is 0 (inactive).